This data is from Full USPTO retrosynthesis dataset with 1.9M reactions from patents (1976-2016). The task is: Predict the reactants needed to synthesize the given product. Given the product [OH:26][CH:22]1[C:23]2[C:19](=[CH:18][C:17]([N:5]3[CH2:6][CH2:7][CH:8]([NH:9][C:10](=[O:16])[O:11][C:12]([CH3:13])([CH3:15])[CH3:14])[C:4]3=[O:3])=[CH:25][CH:24]=2)[CH2:20][CH2:21]1, predict the reactants needed to synthesize it. The reactants are: [BH4-].[Na+].[O:3]=[C:4]1[CH:8]([NH:9][C:10](=[O:16])[O:11][C:12]([CH3:15])([CH3:14])[CH3:13])[CH2:7][CH2:6][N:5]1[C:17]1[CH:18]=[C:19]2[C:23](=[CH:24][CH:25]=1)[C:22](=[O:26])[CH2:21][CH2:20]2.